Dataset: Catalyst prediction with 721,799 reactions and 888 catalyst types from USPTO. Task: Predict which catalyst facilitates the given reaction. (1) Reactant: [NH2:1][C:2]1[N:7]=[C:6]([CH:8]([O:11][C:12]2[CH:17]=[CH:16][C:15]([F:18])=[CH:14][C:13]=2[Cl:19])[CH2:9][OH:10])[CH:5]=[CH:4][N:3]=1.[H-].[Na+].[CH3:22]I.[Cl-].[NH4+]. Product: [Cl:19][C:13]1[CH:14]=[C:15]([F:18])[CH:16]=[CH:17][C:12]=1[O:11][CH:8]([C:6]1[CH:5]=[CH:4][N:3]=[C:2]([NH2:1])[N:7]=1)[CH2:9][O:10][CH3:22]. The catalyst class is: 7. (2) Reactant: C([O:3][C:4](=O)[C:5]1[C:10]([C:11]([F:14])([F:13])[F:12])=[CH:9][C:8]([C:15]2[CH:20]=[CH:19][C:18]([O:21][C:22]([F:25])([F:24])[F:23])=[CH:17][CH:16]=2)=[N:7][C:6]=1[CH3:26])C.[H-].[Al+3].[Li+].[H-].[H-].[H-].[OH-].[Na+]. The catalyst class is: 27. Product: [CH3:26][C:6]1[C:5]([CH2:4][OH:3])=[C:10]([C:11]([F:14])([F:13])[F:12])[CH:9]=[C:8]([C:15]2[CH:20]=[CH:19][C:18]([O:21][C:22]([F:24])([F:23])[F:25])=[CH:17][CH:16]=2)[N:7]=1. (3) Reactant: [O:1]1[C:11]2[CH:10]=[C:9]([CH2:12][N:13]([CH:21]3[CH2:26][CH2:25][N:24]([CH2:27][CH2:28][N:29]4[C:34](=[O:35])[CH:33]=[N:32][C:31]5[N:36]=[CH:37][C:38]([O:40][CH3:41])=[CH:39][C:30]4=5)[CH2:23][CH2:22]3)C(=O)OC(C)(C)C)[N:8]=[CH:7][C:6]=2[O:5][CH2:4][CH2:3][CH2:2]1. Product: [O:1]1[C:11]2[CH:10]=[C:9]([CH2:12][NH:13][CH:21]3[CH2:22][CH2:23][N:24]([CH2:27][CH2:28][N:29]4[C:34](=[O:35])[CH:33]=[N:32][C:31]5[N:36]=[CH:37][C:38]([O:40][CH3:41])=[CH:39][C:30]4=5)[CH2:25][CH2:26]3)[N:8]=[CH:7][C:6]=2[O:5][CH2:4][CH2:3][CH2:2]1. The catalyst class is: 281.